From a dataset of Full USPTO retrosynthesis dataset with 1.9M reactions from patents (1976-2016). Predict the reactants needed to synthesize the given product. (1) Given the product [CH:25]([O:26][CH2:27][CH2:28][N:29]1[CH2:30][CH2:31][N:32]([CH2:35][CH2:36][CH2:37][C:38]2[CH:39]=[CH:40][C:41]([NH:44][C:12](=[O:14])[CH2:11][CH2:10][CH2:9][CH2:8][CH2:7][CH2:6][CH2:5][CH2:4][CH2:3][CH2:2][Br:1])=[CH:42][CH:43]=2)[CH2:33][CH2:34]1)([C:19]1[CH:20]=[CH:21][CH:22]=[CH:23][CH:24]=1)[C:45]1[CH:50]=[CH:49][CH:48]=[CH:47][CH:46]=1, predict the reactants needed to synthesize it. The reactants are: [Br:1][CH2:2][CH2:3][CH2:4][CH2:5][CH2:6][CH2:7][CH2:8][CH2:9][CH2:10][CH2:11][C:12]([OH:14])=O.S(Cl)(Cl)=O.[C:19]1([CH:25]([C:45]2[CH:50]=[CH:49][CH:48]=[CH:47][CH:46]=2)[O:26][CH2:27][CH2:28][N:29]2[CH2:34][CH2:33][N:32]([CH2:35][CH2:36][CH2:37][C:38]3[CH:43]=[CH:42][C:41]([NH2:44])=[CH:40][CH:39]=3)[CH2:31][CH2:30]2)[CH:24]=[CH:23][CH:22]=[CH:21][CH:20]=1.C(N(CC)CC)C. (2) Given the product [CH2:1]([O:3][C:4]([C:6]1[N:7]([CH2:20][CH2:21][CH2:22][O:23][CH3:24])[C:8]2[CH2:11][CH:12]([C:13]3[CH:18]=[CH:17][CH:16]=[CH:15][C:14]=3[Cl:19])[CH:27]3[CH:26]([C:9]=2[CH:10]=1)[C:25](=[O:31])[NH:29][C:28]3=[O:30])=[O:5])[CH3:2], predict the reactants needed to synthesize it. The reactants are: [CH2:1]([O:3][C:4]([C:6]1[N:7]([CH2:20][CH2:21][CH2:22][O:23][CH3:24])[C:8]([CH:11]=[CH:12][C:13]2[CH:18]=[CH:17][CH:16]=[CH:15][C:14]=2[Cl:19])=[CH:9][CH:10]=1)=[O:5])[CH3:2].[C:25]1(=[O:31])[NH:29][C:28](=[O:30])[CH:27]=[CH:26]1. (3) Given the product [CH2:9]([O:16][C:17]1[CH:22]=[CH:21][C:20]([C:2]2[CH:7]=[CH:6][C:5]([Br:8])=[CH:4][N:3]=2)=[CH:19][C:18]=1[F:26])[C:10]1[CH:11]=[CH:12][CH:13]=[CH:14][CH:15]=1, predict the reactants needed to synthesize it. The reactants are: Br[C:2]1[CH:7]=[CH:6][C:5]([Br:8])=[CH:4][N:3]=1.[CH2:9]([O:16][C:17]1[CH:22]=[CH:21][C:20](B(O)O)=[CH:19][C:18]=1[F:26])[C:10]1[CH:15]=[CH:14][CH:13]=[CH:12][CH:11]=1.C1(C)C=CC=CC=1.C([O-])([O-])=O.[Na+].[Na+]. (4) Given the product [CH3:1][O:2][C:3](=[O:28])[C@H:4]([C:6]1[C:11]([CH3:12])=[CH:10][CH:9]=[C:8]([CH:13]2[CH2:14][CH2:15]2)[C:7]=1[C:16]1[C:17]([CH3:27])=[C:18]2[C:23](=[C:24]([F:26])[CH:25]=1)[O:22][CH2:21][CH2:20][CH2:19]2)[O:5][CH:29]=[CH2:31], predict the reactants needed to synthesize it. The reactants are: [CH3:1][O:2][C:3](=[O:28])[C@H:4]([C:6]1[C:11]([CH3:12])=[CH:10][CH:9]=[C:8]([CH:13]2[CH2:15][CH2:14]2)[C:7]=1[C:16]1[C:17]([CH3:27])=[C:18]2[C:23](=[C:24]([F:26])[CH:25]=1)[O:22][CH2:21][CH2:20][CH2:19]2)[OH:5].[C:29](O)([C:31](F)(F)F)=O.C(N(CC)CC)C.FC(F)(F)S(O[Si](C)(C)C)(=O)=O. (5) Given the product [CH3:39][O:38][C:35]1[CH:36]=[CH:37][C:32]([CH2:31][N:17]2[C@H:16]3[CH2:15][S:14][C@@H:13]([CH2:12][CH2:11][CH2:10][CH2:9][CH2:8][O:7][CH2:6][CH:5]=[CH2:4])[C@H:20]3[N:19]([CH2:21][C:22]3[CH:27]=[CH:26][C:25]([O:28][CH3:29])=[CH:24][CH:23]=3)[C:18]2=[O:30])=[CH:33][CH:34]=1, predict the reactants needed to synthesize it. The reactants are: [H-].[Na+].I[CH2:4][CH:5]=[CH2:6].[OH:7][CH2:8][CH2:9][CH2:10][CH2:11][CH2:12][C@H:13]1[C@@H:20]2[C@@H:16]([N:17]([CH2:31][C:32]3[CH:37]=[CH:36][C:35]([O:38][CH3:39])=[CH:34][CH:33]=3)[C:18](=[O:30])[N:19]2[CH2:21][C:22]2[CH:27]=[CH:26][C:25]([O:28][CH3:29])=[CH:24][CH:23]=2)[CH2:15][S:14]1. (6) Given the product [NH3:7].[NH2:38][C:35]1[N:34]=[CH:33][C:32]([C@@H:30]([OH:31])[CH2:29][NH:28][CH:26]([CH3:27])[CH2:25][C:21]2[CH:20]=[C:19]([CH2:18][C:17]([NH:16][CH2:15][C:12]3[CH:13]=[CH:14][C:9]([C:8]([NH:7][CH2:6][C:5]4[CH:47]=[CH:48][C:49]([O:50][CH3:51])=[C:3]([O:2][CH3:1])[CH:4]=4)=[O:46])=[CH:10][CH:11]=3)=[O:45])[CH:24]=[CH:23][CH:22]=2)=[CH:37][CH:36]=1, predict the reactants needed to synthesize it. The reactants are: [CH3:1][O:2][C:3]1[CH:4]=[C:5]([CH:47]=[CH:48][C:49]=1[O:50][CH3:51])[CH2:6][NH:7][C:8](=[O:46])[C:9]1[CH:14]=[CH:13][C:12]([CH2:15][NH:16][C:17](=[O:45])[CH2:18][C:19]2[CH:24]=[CH:23][CH:22]=[C:21]([CH2:25][CH:26]([NH:28][CH2:29][C@@H:30]([C:32]3[CH:33]=[N:34][C:35]([N:38]4C(C)=CC=C4C)=[CH:36][CH:37]=3)[OH:31])[CH3:27])[CH:20]=2)=[CH:11][CH:10]=1.Cl.NO. (7) Given the product [Cl:1][C:2]1[CH:3]=[CH:4][C:5]2[O:9][C:8]([CH2:10][CH:11]3[CH2:16][NH:15][CH2:14][CH2:13][N:12]3[C:18]([C:20]3[N:21]=[C:22]([CH3:32])[S:23][C:24]=3[C:25]3[CH:30]=[CH:29][C:28]([F:31])=[CH:27][CH:26]=3)=[O:19])=[CH:7][C:6]=2[CH:33]=1, predict the reactants needed to synthesize it. The reactants are: [Cl:1][C:2]1[CH:3]=[CH:4][C:5]2[O:9][C:8]([CH2:10][CH:11]3[CH2:16][N:15](C)[CH2:14][CH2:13][N:12]3[C:18]([C:20]3[N:21]=[C:22]([CH3:32])[S:23][C:24]=3[C:25]3[CH:30]=[CH:29][C:28]([F:31])=[CH:27][CH:26]=3)=[O:19])=[CH:7][C:6]=2[CH:33]=1.C1C=C2C(N/N=C3/C4C=CC(S([O-])(=O)=O)=CC=4C=C(S([O-])(=O)=O)C/3=O)=CC=C(S([O-])(=O)=O)C2=CC=1.[Na+].[Na+].[Na+]. (8) Given the product [C:10]([C:9]1[C:5]([C:4]([F:3])([F:12])[F:13])=[N:6][N:7]([CH2:15][C:16]([NH:18][C:19]2[S:23][C:22]3[CH2:24][CH2:25][CH2:26][CH2:27][C:21]=3[C:20]=2[C:28]([NH2:30])=[O:29])=[O:17])[CH:8]=1)#[N:11], predict the reactants needed to synthesize it. The reactants are: [H-].[Na+].[F:3][C:4]([F:13])([F:12])[C:5]1[C:9]([C:10]#[N:11])=[CH:8][NH:7][N:6]=1.Br[CH2:15][C:16]([NH:18][C:19]1[S:23][C:22]2[CH2:24][CH2:25][CH2:26][CH2:27][C:21]=2[C:20]=1[C:28]([NH2:30])=[O:29])=[O:17].O. (9) Given the product [C:32]([NH:31][CH:25]1[CH2:26][CH2:27][CH2:28][CH2:29][CH2:30]1)([NH:33][CH:34]1[CH2:39][CH2:38][CH2:37][CH2:36][CH2:35]1)=[O:15], predict the reactants needed to synthesize it. The reactants are: C1C=CC(NC2C=CC(N)=CC=2)=CC=1.[OH:15]C1C2N=NNC=2C=CC=1.[CH:25]1([N:31]=[C:32]=[N:33][CH:34]2[CH2:39][CH2:38][CH2:37][CH2:36][CH2:35]2)[CH2:30][CH2:29][CH2:28][CH2:27][CH2:26]1.